This data is from Forward reaction prediction with 1.9M reactions from USPTO patents (1976-2016). The task is: Predict the product of the given reaction. Given the reactants Cl.Cl.[F:3][C:4]([F:17])([F:16])[CH2:5][O:6][C:7]1[CH:8]=[CH:9][C:10]([C@H:13]([NH2:15])[CH3:14])=[N:11][CH:12]=1.[C:18]([CH2:21][C:22]1[CH:27]=[CH:26][C:25]([CH:28]([CH3:32])[C:29]([OH:31])=[O:30])=[CH:24][CH:23]=1)([OH:20])=[O:19].C(Cl)CCl.ON1C2N=CC=CC=2N=N1.C(N(C(C)C)CC)(C)C, predict the reaction product. The product is: [OH:6][C:5]([C:4]([F:17])([F:16])[F:3])=[O:19].[O:20]=[C:18]([NH:15][C@@H:13]([C:10]1[CH:9]=[CH:8][C:7]([O:6][CH2:5][C:4]([F:17])([F:3])[F:16])=[CH:12][N:11]=1)[CH3:14])[CH2:21][C:22]1[CH:27]=[CH:26][C:25]([CH:28]([CH3:32])[C:29]([OH:31])=[O:30])=[CH:24][CH:23]=1.